From a dataset of Full USPTO retrosynthesis dataset with 1.9M reactions from patents (1976-2016). Predict the reactants needed to synthesize the given product. (1) Given the product [F:19][C:20]([F:33])([F:34])[C:21]1[CH:22]=[C:23]([CH:24]([OH:25])[CH:9]([NH:8][C:1](=[O:2])[O:3][C:4]([CH3:7])([CH3:6])[CH3:5])[CH:10]=[CH2:11])[CH:26]=[C:27]([C:29]([F:32])([F:30])[F:31])[CH:28]=1, predict the reactants needed to synthesize it. The reactants are: [C:1]([NH:8][CH2:9][CH:10]=[CH2:11])([O:3][C:4]([CH3:7])([CH3:6])[CH3:5])=[O:2].C([Li])(CC)C.N#N.[F:19][C:20]([F:34])([F:33])[C:21]1[CH:22]=[C:23]([CH:26]=[C:27]([C:29]([F:32])([F:31])[F:30])[CH:28]=1)[CH:24]=[O:25]. (2) Given the product [Cl:1][C:2]1[CH:3]=[C:4]([C:9]2([C:15]([N:20]([CH2:21][CH3:22])[CH2:18][CH3:19])=[O:17])[CH2:10][CH2:11][CH2:12][CH2:13][CH2:14]2)[CH:5]=[CH:6][C:7]=1[Cl:8], predict the reactants needed to synthesize it. The reactants are: [Cl:1][C:2]1[CH:3]=[C:4]([C:9]2([C:15]([OH:17])=O)[CH2:14][CH2:13][CH2:12][CH2:11][CH2:10]2)[CH:5]=[CH:6][C:7]=1[Cl:8].[CH2:18]([NH:20][CH2:21][CH3:22])[CH3:19]. (3) Given the product [Br:11][C:8]1[CH:9]=[CH:10][C:5]([CH2:4][C@H:3]([NH:12][C:13](=[O:19])[O:14][C:15]([CH3:17])([CH3:16])[CH3:18])[C:2]#[N:1])=[CH:6][CH:7]=1, predict the reactants needed to synthesize it. The reactants are: [NH2:1][C:2](=O)[C@@H:3]([NH:12][C:13](=[O:19])[O:14][C:15]([CH3:18])([CH3:17])[CH3:16])[CH2:4][C:5]1[CH:10]=[CH:9][C:8]([Br:11])=[CH:7][CH:6]=1.O=P(Cl)(Cl)Cl. (4) Given the product [CH2:11]([C:10]1[NH:6][C:5]([NH2:7])=[N:4][CH:9]=1)[CH2:12][C:13]1[CH:18]=[CH:17][CH:16]=[CH:15][CH:14]=1, predict the reactants needed to synthesize it. The reactants are: C([NH:4][C:5]([NH2:7])=[NH:6])(=O)C.Br[CH2:9][C:10](=O)[CH2:11][CH2:12][C:13]1[CH:18]=[CH:17][CH:16]=[CH:15][CH:14]=1.